From a dataset of Reaction yield outcomes from USPTO patents with 853,638 reactions. Predict the reaction yield, written as a fraction of the theoretical maximum amount of product (1.0 means a 100% yield; for example, 0.34 means a 34% yield). (1) The reactants are [F:1][C:2]([F:12])([F:11])[CH2:3][CH2:4][S:5][CH2:6][CH2:7][C:8]([OH:10])=O.[CH:13]1N=C[N:15](C(N2C=NC=C2)=O)[CH:14]=1.Cl.N1C=CN=C1.[Cl:31][C:32]1(NCC)[CH:36]=[CH:35][N:34]([C:37]2[CH:38]=[N:39][CH:40]=[CH:41][CH:42]=2)[NH:33]1. The catalyst is C(#N)C. The product is [Cl:31][C:32]1[C:36]([N:15]([CH2:14][CH3:13])[C:8](=[O:10])[CH2:7][CH2:6][S:5][CH2:4][CH2:3][C:2]([F:1])([F:12])[F:11])=[CH:35][N:34]([C:37]2[CH:38]=[N:39][CH:40]=[CH:41][CH:42]=2)[N:33]=1. The yield is 0.860. (2) The reactants are Br[CH2:2][C:3]([NH:5][C:6]1[S:7][C:8]([C:16]([CH:18]2[CH2:23][CH2:22][O:21][CH2:20][CH2:19]2)=[O:17])=[C:9]([C:11]2[O:12][CH:13]=[CH:14][CH:15]=2)[N:10]=1)=[O:4].[CH3:24][NH:25][CH3:26]. The catalyst is C1COCC1. The product is [CH3:24][N:25]([CH3:26])[CH2:2][C:3]([NH:5][C:6]1[S:7][C:8]([C:16]([CH:18]2[CH2:23][CH2:22][O:21][CH2:20][CH2:19]2)=[O:17])=[C:9]([C:11]2[O:12][CH:13]=[CH:14][CH:15]=2)[N:10]=1)=[O:4]. The yield is 0.100. (3) The reactants are [C:1]1([P:7]([C:14]2[CH:19]=[CH:18][CH:17]=[CH:16][CH:15]=2)[C:8]2[CH:13]=[CH:12][CH:11]=[CH:10][CH:9]=2)[CH:6]=[CH:5][CH:4]=[CH:3][CH:2]=1.[Br:20][CH2:21][CH2:22][C:23]([OH:25])=[O:24].CCOCC. The catalyst is C(#N)C. The product is [Br-:20].[C:23]([CH2:22][CH2:21][P+:7]([C:1]1[CH:2]=[CH:3][CH:4]=[CH:5][CH:6]=1)([C:8]1[CH:13]=[CH:12][CH:11]=[CH:10][CH:9]=1)[C:14]1[CH:15]=[CH:16][CH:17]=[CH:18][CH:19]=1)([OH:25])=[O:24]. The yield is 0.680. (4) The reactants are Br[C:2]1[CH:3]=[N:4][N:5]2[CH:10]=[CH:9][C:8]([C:11]([N:13]([C:23]3[CH:28]=[CH:27][C:26]([C:29]#[N:30])=[CH:25][CH:24]=3)[N:14]([CH3:22])[C:15]([O:17][C:18]([CH3:21])([CH3:20])[CH3:19])=[O:16])=[O:12])=[CH:7][C:6]=12.[CH3:31][NH:32][C:33](=[O:49])[C:34]1[CH:39]=[CH:38][C:37](B2OC(C)(C)C(C)(C)O2)=[CH:36][N:35]=1.C([O-])([O-])=O.[K+].[K+].C(Cl)Cl. The catalyst is O1CCOCC1.O. The product is [C:29]([C:26]1[CH:25]=[CH:24][C:23]([N:13]([C:11]([C:8]2[CH:9]=[CH:10][N:5]3[N:4]=[CH:3][C:2]([C:37]4[CH:36]=[N:35][C:34]([C:33](=[O:49])[NH:32][CH3:31])=[CH:39][CH:38]=4)=[C:6]3[CH:7]=2)=[O:12])[N:14]([CH3:22])[C:15]([O:17][C:18]([CH3:20])([CH3:21])[CH3:19])=[O:16])=[CH:28][CH:27]=1)#[N:30]. The yield is 0.360. (5) The reactants are [CH2:1]([O:8][N:9]1[C:15](=[O:16])[N:14]2[CH2:17][C@H:10]1[CH2:11][CH2:12][C@H:13]2[C:18]([OH:20])=O)[C:2]1[CH:7]=[CH:6][CH:5]=[CH:4][CH:3]=1.[NH2:21][O:22][CH:23]1[CH2:28][CH2:27][N:26]([C:29]([NH:38][C:39](=[O:45])[O:40][C:41]([CH3:44])([CH3:43])[CH3:42])=[N:30][C:31](=[O:37])[O:32][C:33]([CH3:36])([CH3:35])[CH3:34])[CH2:25][CH2:24]1.ON1C2C=CC=CC=2N=N1.Cl.C(N=C=NCCCN(C)C)C. The catalyst is C(Cl)Cl. The product is [C:41]([O:40][C:39](=[O:45])[NH:38][C:29]([N:26]1[CH2:25][CH2:24][CH:23]([O:22][NH:21][C:18]([C@@H:13]2[CH2:12][CH2:11][C@@H:10]3[CH2:17][N:14]2[C:15](=[O:16])[N:9]3[O:8][CH2:1][C:2]2[CH:3]=[CH:4][CH:5]=[CH:6][CH:7]=2)=[O:20])[CH2:28][CH2:27]1)=[N:30][C:31](=[O:37])[O:32][C:33]([CH3:36])([CH3:35])[CH3:34])([CH3:42])([CH3:43])[CH3:44]. The yield is 0.740. (6) The reactants are [CH3:1][C:2]([CH3:40])([O:5][C:6]1[CH:11]=[CH:10][C:9]([N:12]2[C:17](=[O:18])[C:16]([CH2:19][C:20]3[CH:25]=[CH:24][C:23]([C:26]4[C:27]([C:32]#[N:33])=[CH:28][CH:29]=[CH:30][CH:31]=4)=[CH:22][CH:21]=3)=[C:15]([CH2:34][CH2:35][CH3:36])[N:14]3[N:37]=[CH:38][N:39]=[C:13]23)=[CH:8][CH:7]=1)[CH:3]=[O:4].[CH3:41][Mg]Br.C(OCC)(=O)C.[Cl-].[NH4+]. The catalyst is O1CCCC1. The product is [OH:4][CH:3]([CH3:41])[C:2]([CH3:1])([CH3:40])[O:5][C:6]1[CH:11]=[CH:10][C:9]([N:12]2[C:17](=[O:18])[C:16]([CH2:19][C:20]3[CH:25]=[CH:24][C:23]([C:26]4[C:27]([C:32]#[N:33])=[CH:28][CH:29]=[CH:30][CH:31]=4)=[CH:22][CH:21]=3)=[C:15]([CH2:34][CH2:35][CH3:36])[N:14]3[N:37]=[CH:38][N:39]=[C:13]23)=[CH:8][CH:7]=1. The yield is 0.720. (7) The reactants are [Cl:1][CH2:2][CH2:3][N:4]1[C:8]2=[N:9][C:10]([C:14]([F:23])([F:22])[C:15]3[CH:20]=[CH:19][C:18]([F:21])=[CH:17][CH:16]=3)=[N:11][C:12](O)=[C:7]2[CH:6]=[N:5]1.CCN(C(C)C)C(C)C.P(Cl)(Cl)(Cl)=O.[CH3:38][C:39]1[NH:43][N:42]=[C:41]([NH2:44])[CH:40]=1. The catalyst is CN(C=O)C.O.CCOC(C)=O. The product is [Cl:1][CH2:2][CH2:3][N:4]1[C:8]2=[N:9][C:10]([C:14]([F:23])([F:22])[C:15]3[CH:20]=[CH:19][C:18]([F:21])=[CH:17][CH:16]=3)=[N:11][C:12]([NH:44][C:41]3[CH:40]=[C:39]([CH3:38])[NH:43][N:42]=3)=[C:7]2[CH:6]=[N:5]1. The yield is 0.510.